From a dataset of Catalyst prediction with 721,799 reactions and 888 catalyst types from USPTO. Predict which catalyst facilitates the given reaction. The catalyst class is: 6. Reactant: [CH3:1][N:2]1[C:10]2[C:5](=[CH:6][C:7](N)=[CH:8][CH:9]=2)[CH2:4][CH2:3]1.N([O-])=O.[Na+].[OH-].[Na+].[BrH:18]. Product: [Br:18][C:7]1[CH:6]=[C:5]2[C:10](=[CH:9][CH:8]=1)[N:2]([CH3:1])[CH2:3][CH2:4]2.